From a dataset of Reaction yield outcomes from USPTO patents with 853,638 reactions. Predict the reaction yield, written as a fraction of the theoretical maximum amount of product (1.0 means a 100% yield; for example, 0.34 means a 34% yield). (1) The reactants are [OH:1][C:2]1[CH:3]=[N:4][CH:5]=[C:6]([CH3:8])[CH:7]=1.C(N(CC)CC)C.[S:16](O[S:16]([C:19]([F:22])([F:21])[F:20])(=[O:18])=[O:17])([C:19]([F:22])([F:21])[F:20])(=[O:18])=[O:17]. The catalyst is C(Cl)Cl. The product is [F:20][C:19]([F:22])([F:21])[S:16]([O:1][C:2]1[CH:3]=[N:4][CH:5]=[C:6]([CH3:8])[CH:7]=1)(=[O:18])=[O:17]. The yield is 0.570. (2) The reactants are [N:1]1[CH:2]=[CH:3][N:4]2[CH:9]=[CH:8][CH:7]=[C:6]([C:10](OC)=[O:11])[C:5]=12.CC(C[AlH]CC(C)C)C. The catalyst is C1(C)C=CC=CC=1. The product is [N:1]1[CH:2]=[CH:3][N:4]2[CH:9]=[CH:8][CH:7]=[C:6]([CH:10]=[O:11])[C:5]=12. The yield is 0.550. (3) The reactants are O[C@H:2]1[CH2:6][N:5]([C:7]([O:9][C:10]([CH3:13])([CH3:12])[CH3:11])=[O:8])[C@H:4]([C:14]2[NH:15][C:16]([C:19]3[CH:24]=[CH:23][C:22]([B:25]4[O:29]C(C)(C)C(C)(C)[O:26]4)=[CH:21][CH:20]=3)=[CH:17][N:18]=2)[CH2:3]1.COCCN(S(F)(F)[F:44])CCOC.C(=O)(O)[O-].[Na+]. The catalyst is C(Cl)Cl. The product is [C:10]([O:9][C:7]([N:5]1[CH2:6][C@@H:2]([F:44])[CH2:3][C@H:4]1[C:14]1[NH:15][C:16]([C:19]2[CH:24]=[CH:23][C:22]([B:25]([OH:29])[OH:26])=[CH:21][CH:20]=2)=[CH:17][N:18]=1)=[O:8])([CH3:13])([CH3:12])[CH3:11]. The yield is 0.370. (4) The reactants are [Br:1][C:2]1[C:7](=[O:8])[N:6]([CH2:9][CH2:10][N:11]2C(=O)C3C(=CC=CC=3)C2=O)[N:5]=[CH:4][C:3]=1[NH:22][C@@H:23]1[CH2:28][C@@H:27]2[CH2:29][C@@H:25]([C:26]2([CH3:31])[CH3:30])[C@H:24]1[CH3:32].O.NN. The catalyst is CO. The product is [NH2:11][CH2:10][CH2:9][N:6]1[C:7](=[O:8])[C:2]([Br:1])=[C:3]([NH:22][C@@H:23]2[CH2:28][C@@H:27]3[CH2:29][C@@H:25]([C:26]3([CH3:31])[CH3:30])[C@H:24]2[CH3:32])[CH:4]=[N:5]1. The yield is 0.280. (5) The reactants are [CH:1]([N:4]1[C:12]2[CH:11]=[C:10]([N:13]([C:21]3[CH:26]=[CH:25][N:24]=[C:23]([C:27]4[CH:28]=[N:29][N:30]([S:32]([CH:35]5[CH2:38][O:37][CH2:36]5)(=[O:34])=[O:33])[CH:31]=4)[N:22]=3)C(=O)OC(C)(C)C)[N:9]=[CH:8][C:7]=2[N:6]=[C:5]1[CH3:39])([CH3:3])[CH3:2].FC(F)(F)C(O)=O.C(=O)(O)[O-].[Na+]. The catalyst is ClCCl. The product is [CH:1]([N:4]1[C:12]2[CH:11]=[C:10]([NH:13][C:21]3[CH:26]=[CH:25][N:24]=[C:23]([C:27]4[CH:28]=[N:29][N:30]([S:32]([CH:35]5[CH2:36][O:37][CH2:38]5)(=[O:33])=[O:34])[CH:31]=4)[N:22]=3)[N:9]=[CH:8][C:7]=2[N:6]=[C:5]1[CH3:39])([CH3:3])[CH3:2]. The yield is 0.370. (6) The reactants are [C:1]([C:3]1[N:8]=[CH:7][C:6]([CH2:9][N:10]2[CH:15]=[C:14]([C:16]3[CH:21]=[CH:20][C:19]([O:22][CH3:23])=[CH:18][CH:17]=3)[CH:13]=[CH:12][C:11]2=[O:24])=[CH:5][CH:4]=1)#[CH:2]. The catalyst is CO.[Pd]. The product is [CH2:1]([C:3]1[N:8]=[CH:7][C:6]([CH2:9][N:10]2[CH:15]=[C:14]([C:16]3[CH:17]=[CH:18][C:19]([O:22][CH3:23])=[CH:20][CH:21]=3)[CH:13]=[CH:12][C:11]2=[O:24])=[CH:5][CH:4]=1)[CH3:2]. The yield is 0.610. (7) The reactants are [Br:1][C:2]1[CH:3]=[CH:4][C:5]2[CH2:12][O:11][C:10]3[CH:13]=[CH:14][C:15]([Cl:17])=[CH:16][C:9]=3[NH:8][CH2:7][C:6]=2[CH:18]=1.[C:19](OC(=O)C)(=[O:21])[CH3:20].N1C=CC=CC=1. The catalyst is CN(C1C=CN=CC=1)C.C1(C)C=CC=CC=1. The product is [Br:1][C:2]1[CH:3]=[CH:4][C:5]2[CH2:12][O:11][C:10]3[CH:13]=[CH:14][C:15]([Cl:17])=[CH:16][C:9]=3[N:8]([C:19](=[O:21])[CH3:20])[CH2:7][C:6]=2[CH:18]=1. The yield is 0.960.